This data is from Full USPTO retrosynthesis dataset with 1.9M reactions from patents (1976-2016). The task is: Predict the reactants needed to synthesize the given product. (1) Given the product [Cl:3][C:4]1[CH:5]=[C:6]([NH:12][C:13]2[N:22]=[CH:21][CH:20]=[CH:19][C:14]=2[C:15]([OH:17])=[O:16])[CH:7]=[CH:8][C:9]=1[O:10][CH3:11], predict the reactants needed to synthesize it. The reactants are: [OH-].[Li+].[Cl:3][C:4]1[CH:5]=[C:6]([NH:12][C:13]2[N:22]=[CH:21][CH:20]=[CH:19][C:14]=2[C:15]([O:17]C)=[O:16])[CH:7]=[CH:8][C:9]=1[O:10][CH3:11]. (2) Given the product [N+:17]([C:7]1[CH:6]=[CH:5][C:4]([CH2:3][CH2:2][C:1]([OH:11])=[O:10])=[CH:9][CH:8]=1)([O-:19])=[O:18], predict the reactants needed to synthesize it. The reactants are: [C:1]([OH:11])(=[O:10])[CH2:2][CH2:3][C:4]1[CH:9]=[CH:8][CH:7]=[CH:6][CH:5]=1.S(=O)(=O)(O)O.[N+:17]([O-])([OH:19])=[O:18]. (3) Given the product [ClH:46].[ClH:46].[NH2:27][CH2:26][CH2:25][CH2:24][O:23][C:13]1[CH:12]=[C:11]([C:6]2[CH:7]=[CH:8][C:9](=[O:10])[N:4]([CH:1]([CH3:2])[CH3:3])[N:5]=2)[C:16]([C:17]2[CH:22]=[CH:21][CH:20]=[CH:19][CH:18]=2)=[N:15][CH:14]=1, predict the reactants needed to synthesize it. The reactants are: [CH:1]([N:4]1[C:9](=[O:10])[CH:8]=[CH:7][C:6]([C:11]2[CH:12]=[C:13]([O:23][CH2:24][CH2:25][CH2:26][N:27]3C(=O)C4C(=CC=CC=4)C3=O)[CH:14]=[N:15][C:16]=2[C:17]2[CH:22]=[CH:21][CH:20]=[CH:19][CH:18]=2)=[N:5]1)([CH3:3])[CH3:2].O.NN.C([O-])(O)=O.[Na+].[ClH:46]. (4) Given the product [F:28][C:13]1[CH:12]=[C:11]([C:8]2[CH:7]=[C:6]([C:4]([OH:5])=[O:3])[O:10][N:9]=2)[CH:16]=[CH:15][C:14]=1[NH:17][C:18]([NH:20][C:21]1[CH:26]=[CH:25][C:24]([F:27])=[CH:23][CH:22]=1)=[O:19], predict the reactants needed to synthesize it. The reactants are: C([O:3][C:4]([C:6]1[O:10][N:9]=[C:8]([C:11]2[CH:16]=[CH:15][C:14]([NH:17][C:18]([NH:20][C:21]3[CH:26]=[CH:25][C:24]([F:27])=[CH:23][CH:22]=3)=[O:19])=[C:13]([F:28])[CH:12]=2)[CH:7]=1)=[O:5])C.C1(NC(=O)NC2C=CC(C3C=C(C(O)=O)ON=3)=CC=2)C=CC=CC=1.